Dataset: Catalyst prediction with 721,799 reactions and 888 catalyst types from USPTO. Task: Predict which catalyst facilitates the given reaction. (1) Reactant: [N+:1]([C:4]1[CH:5]=[N:6][CH:7]=[CH:8][C:9]=1[C:10]1[CH2:15][CH2:14][CH2:13][CH:12]([N:16]2[C:24](=[O:25])[C:23]3[C:18](=[CH:19][CH:20]=[CH:21][CH:22]=3)[C:17]2=[O:26])[CH:11]=1)([O-])=O. Product: [NH2:1][C:4]1[CH:5]=[N:6][CH:7]=[CH:8][C:9]=1[CH:10]1[CH2:15][CH2:14][CH2:13][CH:12]([N:16]2[C:17](=[O:26])[C:18]3[C:23](=[CH:22][CH:21]=[CH:20][CH:19]=3)[C:24]2=[O:25])[CH2:11]1. The catalyst class is: 285. (2) Reactant: [Cl:1][C:2]1[CH:25]=[CH:24][CH:23]=[CH:22][C:3]=1[CH2:4][C:5]1[C:12](=[O:13])[N:8]2[CH2:9][CH2:10][CH2:11][N:7]2[C:6]=1[C:14]1[CH:19]=[CH:18][N:17]=[C:16](SC)[N:15]=1.O[O:27][S:28]([O-:30])=O.[K+].S([O-])(O[O-])(=O)=O.[K+].[K+].[C:40]([O-])(O)=O.[Na+]. Product: [Cl:1][C:2]1[CH:25]=[CH:24][CH:23]=[CH:22][C:3]=1[CH2:4][C:5]1[C:12](=[O:13])[N:8]2[CH2:9][CH2:10][CH2:11][N:7]2[C:6]=1[C:14]1[CH:19]=[CH:18][N:17]=[C:16]([S:28]([CH3:40])(=[O:30])=[O:27])[N:15]=1. The catalyst class is: 87. (3) Reactant: CO[C:3](=[O:17])[C:4]1[CH:9]=[CH:8][C:7]([CH2:10][N:11]2[CH2:16][CH2:15][CH2:14][CH2:13][CH2:12]2)=[N:6][CH:5]=1.COC(=O)[C:21]1C=[CH:25][C:24]([CH:27]=O)=[N:23][CH:22]=1.[NH:30]1CCC[CH2:32][CH2:31]1.[BH-](OC(C)=O)(OC(C)=O)OC(C)=O.[Na+]. Product: [NH3:6].[CH:24]([N:23]1[CH2:22][CH2:21][N:30]([C:3]([C:4]2[CH:5]=[N:6][C:7]([CH2:10][N:11]3[CH2:12][CH2:13][CH2:14][CH2:15][CH2:16]3)=[CH:8][CH:9]=2)=[O:17])[CH2:31][CH2:32]1)([CH3:25])[CH3:27]. The catalyst class is: 797. (4) Reactant: [N+:1]([C:4]1[CH:5]=[C:6]([S:11]([N:14]2[CH2:20][CH2:19][CH2:18][CH2:17][C:16]3[CH:21]=[CH:22][CH:23]=[CH:24][C:15]2=3)(=[O:13])=[O:12])[CH:7]=[CH:8][C:9]=1[Cl:10])([O-])=O.S(S([O-])=O)([O-])=O.[Na+].[Na+].C(OCC)(=O)C.[NH4+].[Cl-]. Product: [Cl:10][C:9]1[CH:8]=[CH:7][C:6]([S:11]([N:14]2[CH2:20][CH2:19][CH2:18][CH2:17][C:16]3[CH:21]=[CH:22][CH:23]=[CH:24][C:15]2=3)(=[O:12])=[O:13])=[CH:5][C:4]=1[NH2:1]. The catalyst class is: 20. (5) Reactant: [F:1][C:2]([F:16])([F:15])[C:3]1[CH:14]=[CH:13][C:6]2[S:7][C:8]([C:10](Cl)=[O:11])=[CH:9][C:5]=2[CH:4]=1.ClCCl.[N:20]#[C:21][NH2:22].C(N(CC)CC)C. Product: [C:21]([NH:22][C:10]([C:8]1[S:7][C:6]2[CH:13]=[CH:14][C:3]([C:2]([F:16])([F:15])[F:1])=[CH:4][C:5]=2[CH:9]=1)=[O:11])#[N:20]. The catalyst class is: 13. (6) Product: [Br:19][CH:12]([C:8]1[CH:7]=[C:6]([CH:11]=[CH:10][CH:9]=1)[O:5][C:4]1[CH:3]=[C:2]([Cl:1])[CH:17]=[C:16]([Cl:18])[CH:15]=1)[CH3:13]. The catalyst class is: 845. Reactant: [Cl:1][C:2]1[CH:3]=[C:4]([CH:15]=[C:16]([Cl:18])[CH:17]=1)[O:5][C:6]1[CH:7]=[C:8]([CH:12](O)[CH3:13])[CH:9]=[CH:10][CH:11]=1.[BrH:19]. (7) Reactant: [NH2:1][C:2]1[C:7]([C:8]#[N:9])=[CH:6][NH:5][C:4](Cl)(C)[N:3]=1.[NH:12]1[CH2:17][CH2:16][NH:15][CH2:14][CH2:13]1.[CH2:18](N(CC)CC)C.O. Product: [NH2:1][C:2]1[C:7]([C:8]#[N:9])=[C:6]([CH3:18])[N:5]=[C:4]([N:12]2[CH2:17][CH2:16][NH:15][CH2:14][CH2:13]2)[N:3]=1. The catalyst class is: 80. (8) Reactant: [CH2:1]([O:8][CH2:9][CH2:10][N:11]1[CH:15]=[C:14]([CH2:16][CH2:17][OH:18])[C:13]([O:19][CH:20]([CH3:22])[CH3:21])=[N:12]1)[C:2]1[CH:7]=[CH:6][CH:5]=[CH:4][CH:3]=1.[H-].[Na+].Cl[C:26]1[C:31]([Cl:32])=[CH:30][C:29]([C:33]([F:36])([F:35])[F:34])=[CH:28][N:27]=1.O. Product: [CH2:1]([O:8][CH2:9][CH2:10][N:11]1[CH:15]=[C:14]([CH2:16][CH2:17][O:18][C:26]2[C:31]([Cl:32])=[CH:30][C:29]([C:33]([F:36])([F:34])[F:35])=[CH:28][N:27]=2)[C:13]([O:19][CH:20]([CH3:22])[CH3:21])=[N:12]1)[C:2]1[CH:3]=[CH:4][CH:5]=[CH:6][CH:7]=1. The catalyst class is: 9.